From a dataset of Full USPTO retrosynthesis dataset with 1.9M reactions from patents (1976-2016). Predict the reactants needed to synthesize the given product. (1) Given the product [NH:13]1[C:14]2[C:19](=[CH:18][CH:17]=[CH:16][CH:15]=2)[C:11]([CH2:10][CH2:9][O:8][C:4]2[CH:5]=[N:6][CH:7]=[C:2]([N:20]3[CH2:25][CH2:24][NH:23][CH2:22][CH2:21]3)[N:3]=2)=[CH:12]1, predict the reactants needed to synthesize it. The reactants are: Cl[C:2]1[CH:7]=[N:6][CH:5]=[C:4]([O:8][CH2:9][CH2:10][C:11]2[C:19]3[C:14](=[CH:15][CH:16]=[CH:17][CH:18]=3)[NH:13][CH:12]=2)[N:3]=1.[NH:20]1[CH2:25][CH2:24][NH:23][CH2:22][CH2:21]1.C([O-])([O-])=O.[K+].[K+]. (2) The reactants are: Cl[C:2]1[CH:7]=[C:6]([C:8]([OH:18])([CH3:17])[CH2:9][C:10]2[CH:15]=[CH:14][CH:13]=[CH:12][C:11]=2[CH3:16])[CH:5]=[CH:4][N:3]=1.C1(P(C2CCCCC2)C2C=CC=CC=2C2C=CC=CC=2)CCCCC1.[Li+].C[Si]([N-:49][Si](C)(C)C)(C)C.[NH4+].[Cl-]. Given the product [NH2:49][C:2]1[CH:7]=[C:6]([C:8]([OH:18])([CH3:17])[CH2:9][C:10]2[CH:15]=[CH:14][CH:13]=[CH:12][C:11]=2[CH3:16])[CH:5]=[CH:4][N:3]=1, predict the reactants needed to synthesize it. (3) Given the product [O:1]=[C:2]1[N:6]([CH:7]2[CH2:12][CH2:11][N:10]([C:13]([O:15][C@@H:16]([C:34]([OH:36])=[O:35])[CH2:17][C:18]3[CH:23]=[C:22]([CH3:24])[C:21]([OH:25])=[C:20]([CH3:33])[CH:19]=3)=[O:14])[CH2:9][CH2:8]2)[N:5]=[C:4]([C:37]2[CH:38]=[CH:39][CH:40]=[CH:41][CH:42]=2)[NH:3]1, predict the reactants needed to synthesize it. The reactants are: [O:1]=[C:2]1[N:6]([CH:7]2[CH2:12][CH2:11][N:10]([C:13]([O:15][C@@H:16]([C:34]([OH:36])=[O:35])[CH2:17][C:18]3[CH:23]=[C:22]([CH3:24])[C:21]([O:25]CC4C=CC=CC=4)=[C:20]([CH3:33])[CH:19]=3)=[O:14])[CH2:9][CH2:8]2)[N:5]=[C:4]([C:37]2[CH:42]=[CH:41][CH:40]=[CH:39][CH:38]=2)[NH:3]1.[H][H].C1COCC1. (4) The reactants are: [CH:1]1([N:5]2[CH2:10][CH2:9][CH:8]([O:11][C:12]3[CH:17]=[CH:16][C:15]([C:18]4[N:19]([CH3:30])[C:20](=[O:29])[C:21]5[CH:27]=[CH:26][NH:25][C:24](=[O:28])[C:22]=5[N:23]=4)=[CH:14][CH:13]=3)[CH2:7][CH2:6]2)[CH2:4][CH2:3][CH2:2]1.Cl[C:32]([F:37])([F:36])C([O-])=O.[Na+].C(=O)([O-])[O-].[K+].[K+]. Given the product [CH:1]1([N:5]2[CH2:6][CH2:7][CH:8]([O:11][C:12]3[CH:17]=[CH:16][C:15]([C:18]4[N:19]([CH3:30])[C:20](=[O:29])[C:21]5[CH:27]=[CH:26][N:25]=[C:24]([O:28][CH:32]([F:37])[F:36])[C:22]=5[N:23]=4)=[CH:14][CH:13]=3)[CH2:9][CH2:10]2)[CH2:2][CH2:3][CH2:4]1, predict the reactants needed to synthesize it. (5) Given the product [I-:52].[CH2:45]([N:39]1[CH:40]=[CH:41][N+:37]([C:4]2[N:3]=[C:2]([Cl:1])[N:10]=[C:9]3[C:5]=2[N:6]=[CH:7][N:8]3[C@@H:11]2[O:25][C@H:24]([CH2:26][O:27][C:28]([C:30]3[CH:35]=[CH:34][C:33]([CH3:36])=[CH:32][CH:31]=3)=[O:29])[C@@H:13]([O:14][C:15]([C:17]3[CH:22]=[CH:21][C:20]([CH3:23])=[CH:19][CH:18]=3)=[O:16])[CH2:12]2)=[C:38]1[CH2:42][CH2:43][CH3:44])[C:46]1[CH:51]=[CH:50][CH:49]=[CH:48][CH:47]=1, predict the reactants needed to synthesize it. The reactants are: [Cl:1][C:2]1[N:10]=[C:9]2[C:5]([N:6]=[CH:7][N:8]2[C@@H:11]2[O:25][C@H:24]([CH2:26][O:27][C:28]([C:30]3[CH:35]=[CH:34][C:33]([CH3:36])=[CH:32][CH:31]=3)=[O:29])[C@@H:13]([O:14][C:15]([C:17]3[CH:22]=[CH:21][C:20]([CH3:23])=[CH:19][CH:18]=3)=[O:16])[CH2:12]2)=[C:4]([N:37]2[CH:41]=[CH:40][N:39]=[C:38]2[CH2:42][CH2:43][CH3:44])[N:3]=1.[CH2:45]([I:52])[C:46]1[CH:51]=[CH:50][CH:49]=[CH:48][CH:47]=1.CC#N. (6) The reactants are: I[C:2]1[CH:3]=[CH:4][CH:5]=[C:6]2[C:11]=1[CH:10]=[C:9]([S:12]([NH2:15])(=[O:14])=[O:13])[CH:8]=[CH:7]2.[CH3:16][CH2:17][OH:18].C1CCN2C(=NCCC2)CC1.[O:30]1CCOC[CH2:31]1. Given the product [S:12]([C:9]1[CH:10]=[C:11]2[C:6]([CH:5]=[CH:4][CH:3]=[C:2]2[C:31]([O:18][CH2:17][CH3:16])=[O:30])=[CH:7][CH:8]=1)(=[O:14])(=[O:13])[NH2:15], predict the reactants needed to synthesize it. (7) Given the product [CH3:1][O:2][C:3]1[CH:4]=[C:5]([CH:31]=[CH:32][C:33]=1[O:34][CH3:35])[CH2:6][CH:7]1[C:16]2[C:11](=[C:12]([O:18][CH3:19])[CH:13]=[CH:14][C:15]=2[O:17][CH2:36][CH2:37][CH3:38])[CH2:10][CH2:9][N:8]1[CH2:20][C:21]([NH:23][CH2:24][C:25]1[CH:30]=[CH:29][CH:28]=[CH:27][N:26]=1)=[O:22], predict the reactants needed to synthesize it. The reactants are: [CH3:1][O:2][C:3]1[CH:4]=[C:5]([CH:31]=[CH:32][C:33]=1[O:34][CH3:35])[CH2:6][CH:7]1[C:16]2[C:11](=[C:12]([O:18][CH3:19])[CH:13]=[CH:14][C:15]=2[OH:17])[CH2:10][CH2:9][N:8]1[CH2:20][C:21]([NH:23][CH2:24][C:25]1[CH:30]=[CH:29][CH:28]=[CH:27][N:26]=1)=[O:22].[CH2:36](Br)[CH2:37][CH3:38]. (8) Given the product [Cl:16][C:17]1[CH:22]=[CH:21][CH:20]=[C:19]([Cl:23])[C:18]=1[NH:24][C:25]([NH:1][C:2]1[CH:6]=[C:5]([C:7]2[CH:12]=[CH:11][CH:10]=[CH:9][CH:8]=2)[S:4][C:3]=1[C:13]([OH:15])=[O:14])=[O:26], predict the reactants needed to synthesize it. The reactants are: [NH2:1][C:2]1[CH:6]=[C:5]([C:7]2[CH:12]=[CH:11][CH:10]=[CH:9][CH:8]=2)[S:4][C:3]=1[C:13]([OH:15])=[O:14].[Cl:16][C:17]1[CH:22]=[CH:21][CH:20]=[C:19]([Cl:23])[C:18]=1[N:24]=[C:25]=[O:26].C(N(CC)CC)C.C([O-])([O-])=O.[Na+].[Na+]. (9) Given the product [Cl:21][CH2:7][C:6]1[N:2]([CH3:1])[N:3]=[C:4]([C:9]2[CH:14]=[CH:13][C:12]([C:15]([F:18])([F:17])[F:16])=[CH:11][CH:10]=2)[CH:5]=1, predict the reactants needed to synthesize it. The reactants are: [CH3:1][N:2]1[C:6]([CH2:7]O)=[CH:5][C:4]([C:9]2[CH:14]=[CH:13][C:12]([C:15]([F:18])([F:17])[F:16])=[CH:11][CH:10]=2)=[N:3]1.S(Cl)([Cl:21])=O.